Dataset: Reaction yield outcomes from USPTO patents with 853,638 reactions. Task: Predict the reaction yield, written as a fraction of the theoretical maximum amount of product (1.0 means a 100% yield; for example, 0.34 means a 34% yield). (1) The reactants are [Br:1][C:2]1[CH:9]=[CH:8][C:5]([CH2:6][OH:7])=[CH:4][CH:3]=1.[H-].[Na+].Br[CH2:13][CH2:14][CH2:15][CH3:16]. The catalyst is CN(C)C=O. The product is [Br:1][C:2]1[CH:9]=[CH:8][C:5]([CH2:6][O:7][CH2:13][CH2:14][CH2:15][CH3:16])=[CH:4][CH:3]=1. The yield is 0.890. (2) The reactants are [Cl-].[Li+].[CH:3]([O-:5])=[O:4].[Li+].[F:7][C:8]1[CH:13]=[N:12][C:11]2[N:14]([S:18]([C:21]3[CH:27]=[CH:26][C:24]([CH3:25])=[CH:23][CH:22]=3)(=[O:20])=[O:19])[CH:15]=[C:16](I)[C:10]=2[C:9]=1[CH:28]=[O:29].C(OC(=O)C)(=O)C.C(N(C(C)C)C(C)C)C. The catalyst is CO.C(Cl)Cl.C(O[Pd]OC(=O)C)(=O)C.CN(C=O)C. The yield is 0.770. The product is [F:7][C:8]1[C:9]([CH:28]=[O:29])=[C:10]2[C:16]([C:3]([OH:5])=[O:4])=[CH:15][N:14]([S:18]([C:21]3[CH:27]=[CH:26][C:24]([CH3:25])=[CH:23][CH:22]=3)(=[O:20])=[O:19])[C:11]2=[N:12][CH:13]=1.